Dataset: Forward reaction prediction with 1.9M reactions from USPTO patents (1976-2016). Task: Predict the product of the given reaction. (1) The product is: [F:1][C:2]1[CH:3]=[C:4]([N:22]2[CH2:26][C@H:25]([CH2:27][NH:28][C:29](=[O:31])[CH3:30])[O:24][C:23]2=[O:32])[CH:5]=[CH:6][C:7]=1[CH:8]1[CH2:11][NH:10][CH2:9]1. Given the reactants [F:1][C:2]1[CH:3]=[C:4]([N:22]2[CH2:26][C@H:25]([CH2:27][NH:28][C:29](=[O:31])[CH3:30])[O:24][C:23]2=[O:32])[CH:5]=[CH:6][C:7]=1[CH:8]1[CH2:11][N:10](C(OCC2C=CC=CC=2)=O)[CH2:9]1, predict the reaction product. (2) Given the reactants [F:1][C:2]1[CH:7]=[CH:6][C:5]([CH2:8][C:9](=O)[CH3:10])=[C:4]([N+:12]([O-])=O)[CH:3]=1, predict the reaction product. The product is: [F:1][C:2]1[CH:3]=[C:4]2[C:5]([CH:8]=[C:9]([CH3:10])[NH:12]2)=[CH:6][CH:7]=1.